From a dataset of Reaction yield outcomes from USPTO patents with 853,638 reactions. Predict the reaction yield, written as a fraction of the theoretical maximum amount of product (1.0 means a 100% yield; for example, 0.34 means a 34% yield). (1) The reactants are [OH:1][C:2]1[CH:11]=[CH:10][C:5]([C:6]([O:8][CH3:9])=[O:7])=[CH:4][N:3]=1.Br.Br[CH2:14][C:15]1[CH:20]=[CH:19][CH:18]=[CH:17][N:16]=1.C([O-])([O-])=O.[K+].[K+]. The catalyst is CC#N. The product is [N:16]1[CH:17]=[CH:18][CH:19]=[CH:20][C:15]=1[CH2:14][O:1][C:2]1[CH:11]=[CH:10][C:5]([C:6]([O:8][CH3:9])=[O:7])=[CH:4][N:3]=1. The yield is 0.950. (2) The reactants are [N:1]([CH2:4][CH2:5][O:6][C@@H:7]([C:21]1[CH:26]=[CH:25][CH:24]=[C:23]([Cl:27])[CH:22]=1)[C@@H:8]1[CH2:13][CH2:12][CH2:11][N:10]([C:14]([O:16][C:17]([CH3:20])([CH3:19])[CH3:18])=[O:15])[CH2:9]1)=[N+]=[N-].C1(P(C2C=CC=CC=2)C2C=CC=CC=2)C=CC=CC=1. The catalyst is C1COCC1.O. The product is [NH2:1][CH2:4][CH2:5][O:6][C@@H:7]([C:21]1[CH:26]=[CH:25][CH:24]=[C:23]([Cl:27])[CH:22]=1)[C@@H:8]1[CH2:13][CH2:12][CH2:11][N:10]([C:14]([O:16][C:17]([CH3:20])([CH3:18])[CH3:19])=[O:15])[CH2:9]1. The yield is 0.750. (3) The reactants are [NH2:1][C:2]1[CH:7]=[CH:6][C:5]([C:8]2[CH:9]=[CH:10][C:11]3[O:17][CH2:16][CH2:15][N:14](C(OC(C)(C)C)=O)[CH2:13][C:12]=3[CH:25]=2)=[CH:4][C:3]=1[N+:26]([O-:28])=[O:27].[ClH:29]. The catalyst is O1CCOCC1. The product is [ClH:29].[ClH:29].[N+:26]([C:3]1[CH:4]=[C:5]([C:8]2[CH:9]=[CH:10][C:11]3[O:17][CH2:16][CH2:15][NH:14][CH2:13][C:12]=3[CH:25]=2)[CH:6]=[CH:7][C:2]=1[NH2:1])([O-:28])=[O:27]. The yield is 1.00.